This data is from Full USPTO retrosynthesis dataset with 1.9M reactions from patents (1976-2016). The task is: Predict the reactants needed to synthesize the given product. Given the product [CH:7]1[C:8]2[C:3](=[C:2]([NH:1][C:22](=[O:23])[CH:21]=[CH:20][C:17]3[CH:16]=[CH:15][C:14]([C:13]([F:25])([F:26])[F:12])=[CH:19][CH:18]=3)[CH:11]=[CH:10][CH:9]=2)[CH:4]=[CH:5][N:6]=1, predict the reactants needed to synthesize it. The reactants are: [NH2:1][C:2]1[CH:11]=[CH:10][CH:9]=[C:8]2[C:3]=1[CH:4]=[CH:5][N:6]=[CH:7]2.[F:12][C:13]([F:26])([F:25])[C:14]1[CH:19]=[CH:18][C:17]([CH:20]=[CH:21][C:22](O)=[O:23])=[CH:16][CH:15]=1.